Task: Predict which catalyst facilitates the given reaction.. Dataset: Catalyst prediction with 721,799 reactions and 888 catalyst types from USPTO (1) Reactant: [ClH:1].[S:2]1[C:6]2[CH:7]=[CH:8][CH:9]=[CH:10][C:5]=2[C:4]([N:11]2[CH2:16][CH2:15][N:14]([CH2:17][C@@H:18]3[CH2:23][CH2:22][CH2:21][CH2:20][C@H:19]3[CH2:24][N:25]3[C:33](=[O:34])[C@H:32]4[C@H:27]([C@H:28]5[CH2:35][C@@H:31]4[CH2:30][CH2:29]5)[C:26]3=[O:36])[CH2:13][CH2:12]2)=[N:3]1.Cl.C(OCC)(=[O:40])C. Product: [OH2:34].[OH2:40].[ClH:1].[ClH:1].[S:2]1[C:6]2[CH:7]=[CH:8][CH:9]=[CH:10][C:5]=2[C:4]([N:11]2[CH2:12][CH2:13][N:14]([CH2:17][C@@H:18]3[CH2:23][CH2:22][CH2:21][CH2:20][C@H:19]3[CH2:24][N:25]3[C:26](=[O:36])[C@H:27]4[C@H:32]([C@H:31]5[CH2:35][C@@H:28]4[CH2:29][CH2:30]5)[C:33]3=[O:34])[CH2:15][CH2:16]2)=[N:3]1. The catalyst class is: 2. (2) Reactant: [NH2:1][CH:2]1[CH2:7][CH2:6][CH2:5][N:4]([C:8]([O:10][C:11]([CH3:14])([CH3:13])[CH3:12])=[O:9])[CH2:3]1.Cl[C:16]1[N:21]=[CH:20][C:19]([C:22]#[N:23])=[CH:18][CH:17]=1.C(N(C(C)C)CC)(C)C. Product: [C:11]([O:10][C:8]([N:4]1[CH2:5][CH2:6][CH2:7][CH:2]([NH:1][C:16]2[CH:17]=[CH:18][C:19]([C:22]#[N:23])=[CH:20][N:21]=2)[CH2:3]1)=[O:9])([CH3:14])([CH3:13])[CH3:12]. The catalyst class is: 16. (3) Reactant: [CH2:1]([NH:8][CH2:9][CH2:10][CH:11]([C:23]1[CH:28]=[CH:27][CH:26]=[C:25]([NH:29][C:30]([O:32][CH3:33])=[O:31])[CH:24]=1)[C:12]1[CH:17]=[CH:16][CH:15]=[C:14]([NH:18][C:19]([O:21][CH3:22])=[O:20])[CH:13]=1)[C:2]1[CH:7]=[CH:6][CH:5]=[CH:4][CH:3]=1.[O:34]([CH2:41][C@@H:42]1[CH2:44][O:43]1)[C:35]1[CH:40]=[CH:39][CH:38]=[CH:37][CH:36]=1. Product: [O:34]([CH2:41][C@@H:42]([OH:43])[CH2:44][N:8]([CH2:9][CH2:10][CH:11]([C:23]1[CH:28]=[CH:27][CH:26]=[C:25]([NH:29][C:30]([O:32][CH3:33])=[O:31])[CH:24]=1)[C:12]1[CH:17]=[CH:16][CH:15]=[C:14]([NH:18][C:19]([O:21][CH3:22])=[O:20])[CH:13]=1)[CH2:1][C:2]1[CH:7]=[CH:6][CH:5]=[CH:4][CH:3]=1)[C:35]1[CH:40]=[CH:39][CH:38]=[CH:37][CH:36]=1. The catalyst class is: 8. (4) Reactant: Cl[C:2]1[N:10]=[C:9]2[C:5]([N:6]([CH2:20][C:21]3[CH:26]=[CH:25][C:24]([C:27]([F:30])([F:29])[F:28])=[CH:23][CH:22]=3)[C:7]([C:11]3[CH:16]=[C:15]([CH:17]([CH3:19])[CH3:18])[CH:14]=[CH:13][N:12]=3)=[N:8]2)=[C:4]([NH:31][C@@H:32]([CH:39]2[CH2:42][CH2:41][CH2:40]2)[CH2:33][CH2:34][C:35]([O:37][CH3:38])=[O:36])[N:3]=1.C([O-])(=O)C.[Na+]. Product: [CH:39]1([C@H:32]([NH:31][C:4]2[N:3]=[CH:2][N:10]=[C:9]3[C:5]=2[N:6]([CH2:20][C:21]2[CH:26]=[CH:25][C:24]([C:27]([F:29])([F:30])[F:28])=[CH:23][CH:22]=2)[C:7]([C:11]2[CH:16]=[C:15]([CH:17]([CH3:19])[CH3:18])[CH:14]=[CH:13][N:12]=2)=[N:8]3)[CH2:33][CH2:34][C:35]([O:37][CH3:38])=[O:36])[CH2:42][CH2:41][CH2:40]1. The catalyst class is: 29. (5) Reactant: [CH3:1][CH2:2][CH2:3][N:4]1[C@H:9]([C:10]([NH:12][C:13]2[C:14]([CH3:20])=[CH:15][CH:16]=[CH:17][C:18]=2[CH3:19])=[O:11])[CH2:8][CH2:7][CH2:6][CH2:5]1.[ClH:21].CC(C)=[O:24]. Product: [CH3:1][CH2:2][CH2:3][NH+:4]1[C@H:9]([C:10]([NH:12][C:13]2[C:14]([CH3:20])=[CH:15][CH:16]=[CH:17][C:18]=2[CH3:19])=[O:11])[CH2:8][CH2:7][CH2:6][CH2:5]1.[OH2:24].[Cl-:21]. The catalyst class is: 6. (6) Reactant: [CH2:1]([O:8][C:9](=[C:19]([OH:21])C)[CH:10](C(OC)=O)[C:11]([O:13][CH3:14])=[O:12])[C:2]1[CH:7]=[CH:6][CH:5]=[CH:4][CH:3]=1.C[O-].[Na+].Cl.[CH:26]([NH2:28])=[NH:27]. Product: [CH2:1]([O:8][C:9]1[C:10]([C:11]([O:13][CH3:14])=[O:12])=[N:27][CH:26]=[N:28][C:19]=1[OH:21])[C:2]1[CH:7]=[CH:6][CH:5]=[CH:4][CH:3]=1. The catalyst class is: 5. (7) Reactant: [CH3:1][C@@H:2]1[CH2:7][CH2:6][C@H:5]([O:8][C:9]2[C:18]([C:19]([F:22])([F:21])[F:20])=[C:17]3[C:12]([CH:13]=[CH:14][C:15]([CH:23]([N:25]4[CH:30]5[CH2:31][CH2:32][CH:26]4[CH2:27][CH:28]([C:33]([OH:35])=[O:34])[CH2:29]5)[CH3:24])=[CH:16]3)=[CH:11][CH:10]=2)[CH2:4][CH2:3]1.CCCCCCC.C(=O)=O. The catalyst class is: 32. Product: [CH3:1][C@@H:2]1[CH2:7][CH2:6][C@H:5]([O:8][C:9]2[C:18]([C:19]([F:21])([F:22])[F:20])=[C:17]3[C:12]([CH:13]=[CH:14][C:15]([C@@H:23]([N:25]4[CH:26]5[CH2:32][CH2:31][CH:30]4[CH2:29][CH:28]([C:33]([OH:35])=[O:34])[CH2:27]5)[CH3:24])=[CH:16]3)=[CH:11][CH:10]=2)[CH2:4][CH2:3]1. (8) Reactant: C([Si](C)(C)[O:6][CH2:7][CH2:8][N:9]1[CH2:31][C@@H:30]([CH3:32])[N:12]2[C:13]3[CH:14]=[CH:15][C:16]([O:20][CH:21]4[CH2:26][CH2:25][N:24]([CH:27]([CH3:29])[CH3:28])[CH2:23][CH2:22]4)=[CH:17][C:18]=3[CH:19]=[C:11]2[C:10]1=[O:33])(C)(C)C.[F-].C([N+](CCCC)(CCCC)CCCC)CCC.[OH-].[Na+]. Product: [OH:6][CH2:7][CH2:8][N:9]1[CH2:31][C@@H:30]([CH3:32])[N:12]2[C:13]3[CH:14]=[CH:15][C:16]([O:20][CH:21]4[CH2:22][CH2:23][N:24]([CH:27]([CH3:29])[CH3:28])[CH2:25][CH2:26]4)=[CH:17][C:18]=3[CH:19]=[C:11]2[C:10]1=[O:33]. The catalyst class is: 4.